This data is from NCI-60 drug combinations with 297,098 pairs across 59 cell lines. The task is: Regression. Given two drug SMILES strings and cell line genomic features, predict the synergy score measuring deviation from expected non-interaction effect. Drug 1: CC1C(C(=O)NC(C(=O)N2CCCC2C(=O)N(CC(=O)N(C(C(=O)O1)C(C)C)C)C)C(C)C)NC(=O)C3=C4C(=C(C=C3)C)OC5=C(C(=O)C(=C(C5=N4)C(=O)NC6C(OC(=O)C(N(C(=O)CN(C(=O)C7CCCN7C(=O)C(NC6=O)C(C)C)C)C)C(C)C)C)N)C. Drug 2: C(CN)CNCCSP(=O)(O)O. Cell line: MALME-3M. Synergy scores: CSS=11.9, Synergy_ZIP=-2.72, Synergy_Bliss=0.539, Synergy_Loewe=-15.4, Synergy_HSA=1.35.